From a dataset of Forward reaction prediction with 1.9M reactions from USPTO patents (1976-2016). Predict the product of the given reaction. (1) Given the reactants [C:1]([C:5]1[N:10]=[C:9]([NH:11][CH2:12][C:13]2[O:14][CH:15]=[CH:16][CH:17]=2)[C:8]([C:18]([N:20]([CH2:38][CH:39]([CH3:41])[CH3:40])[C@@H:21]2[CH2:26][N:25]([C:27]([O:29][C:30]([CH3:33])([CH3:32])[CH3:31])=[O:28])[CH2:24][C@H:23]([C:34]([O:36]C)=[O:35])[CH2:22]2)=[O:19])=[CH:7][N:6]=1)([CH3:4])([CH3:3])[CH3:2], predict the reaction product. The product is: [C:30]([O:29][C:27]([N:25]1[CH2:26][C@@H:21]([N:20]([C:18]([C:8]2[C:9]([NH:11][CH2:12][C:13]3[O:14][CH:15]=[CH:16][CH:17]=3)=[N:10][C:5]([C:1]([CH3:4])([CH3:2])[CH3:3])=[N:6][CH:7]=2)=[O:19])[CH2:38][CH:39]([CH3:41])[CH3:40])[CH2:22][C@@H:23]([C:34]([OH:36])=[O:35])[CH2:24]1)=[O:28])([CH3:32])([CH3:33])[CH3:31]. (2) Given the reactants [N:1]1[C:9]2[CH:8]=[N:7][CH:6]=[N:5][C:4]=2[N:3]([CH2:10][C@@H:11]2[CH2:15][CH2:14][CH2:13][N:12]2C(OC(C)(C)C)=O)[N:2]=1, predict the reaction product. The product is: [NH:12]1[CH2:13][CH2:14][CH2:15][C@H:11]1[CH2:10][N:3]1[C:4]2[N:5]=[CH:6][N:7]=[CH:8][C:9]=2[N:1]=[N:2]1. (3) Given the reactants C([O:3][C:4](=[O:37])[C:5]([O:8][C:9]1[CH:14]=[CH:13][C:12]([O:15][CH2:16][C:17]2[C:18]([CH:33]3[CH2:35][CH2:34]3)=[N:19][C:20]([C:23]3[CH:28]=[CH:27][CH:26]=[C:25]([C:29]([F:32])([F:31])[F:30])[CH:24]=3)=[N:21][CH:22]=2)=[CH:11][C:10]=1[CH3:36])([CH3:7])[CH3:6])C.[OH-].[Na+], predict the reaction product. The product is: [CH:33]1([C:18]2[C:17]([CH2:16][O:15][C:12]3[CH:13]=[CH:14][C:9]([O:8][C:5]([CH3:6])([CH3:7])[C:4]([OH:37])=[O:3])=[C:10]([CH3:36])[CH:11]=3)=[CH:22][N:21]=[C:20]([C:23]3[CH:28]=[CH:27][CH:26]=[C:25]([C:29]([F:31])([F:32])[F:30])[CH:24]=3)[N:19]=2)[CH2:35][CH2:34]1. (4) Given the reactants [F:1][C:2]1[CH:7]=[C:6]([I:8])[CH:5]=[CH:4][C:3]=1[CH2:9][C:10]([OH:12])=[O:11].C(N(CC)C(C)C)(C)C.[C:22]([O:25][CH2:26]Br)(=[O:24])[CH3:23].CCC(OBr)=O, predict the reaction product. The product is: [C:22]([O:25][CH2:26][O:11][C:10](=[O:12])[CH2:9][C:3]1[CH:4]=[CH:5][C:6]([I:8])=[CH:7][C:2]=1[F:1])(=[O:24])[CH3:23].